From a dataset of Peptide-MHC class I binding affinity with 185,985 pairs from IEDB/IMGT. Regression. Given a peptide amino acid sequence and an MHC pseudo amino acid sequence, predict their binding affinity value. This is MHC class I binding data. The peptide sequence is TYPVLEEMF. The MHC is HLA-A68:02 with pseudo-sequence HLA-A68:02. The binding affinity (normalized) is 0.159.